The task is: Predict the reactants needed to synthesize the given product.. This data is from Full USPTO retrosynthesis dataset with 1.9M reactions from patents (1976-2016). (1) Given the product [Cl:5][CH2:6][C:7]([C:8]1[CH:15]=[C:14]2[C:19](=[CH:18][CH:17]=1)[CH2:11][N:12]([C:20](=[O:25])[C:21]([F:23])([F:24])[F:22])[CH2:13]2)=[O:10], predict the reactants needed to synthesize it. The reactants are: [Cl-].[Al+3].[Cl-].[Cl-].[Cl:5][CH2:6][C:7](=[O:10])[CH2:8]Cl.[CH2:11]1[C:19]2[C:14](=[CH:15]C=[CH:17][CH:18]=2)[CH2:13][N:12]1[C:20](=[O:25])[C:21]([F:24])([F:23])[F:22].Cl. (2) Given the product [CH3:1][O:2][C:3]([C:5]1[C:6]2[N:14]([CH3:15])[CH:13]=[CH:12][C:7]=2[C:8]([NH:20][C:19]2[CH:21]=[CH:22][CH:23]=[C:17]([Cl:16])[CH:18]=2)=[N:9][CH:10]=1)=[O:4], predict the reactants needed to synthesize it. The reactants are: [CH3:1][O:2][C:3]([C:5]1[C:6]2[N:14]([CH3:15])[CH:13]=[CH:12][C:7]=2[C:8](Cl)=[N:9][CH:10]=1)=[O:4].[Cl:16][C:17]1[CH:18]=[C:19]([CH:21]=[CH:22][CH:23]=1)[NH2:20].CS(O)(=O)=O. (3) Given the product [Cl:1][C:2]1[CH:3]=[C:4]([C@@H:9]2[O:15][CH2:14][CH2:13][N:12]([C:16]([O:18][C:19]([CH3:22])([CH3:21])[CH3:20])=[O:17])[CH2:11][C@H:10]2[C:23](=[O:29])[N:24]([CH3:30])[S:25]([CH3:28])(=[O:27])=[O:26])[CH:5]=[CH:6][C:7]=1[Cl:8], predict the reactants needed to synthesize it. The reactants are: [Cl:1][C:2]1[CH:3]=[C:4]([C@@H:9]2[O:15][CH2:14][CH2:13][N:12]([C:16]([O:18][C:19]([CH3:22])([CH3:21])[CH3:20])=[O:17])[CH2:11][C@H:10]2[C:23](=[O:29])[NH:24][S:25]([CH3:28])(=[O:27])=[O:26])[CH:5]=[CH:6][C:7]=1[Cl:8].[C:30](=O)([O-])[O-].[K+].[K+].CI. (4) Given the product [CH3:34][C:33]1([CH3:37])[CH2:35][O:36][CH:14]([CH:15]([CH3:16])[CH2:2][C:3]([C:5]2[CH:10]=[CH:9][C:8]([O:11][CH2:12][CH3:13])=[CH:7][CH:6]=2)=[O:4])[O:31][CH2:32]1, predict the reactants needed to synthesize it. The reactants are: Br[CH2:2][C:3]([C:5]1[CH:10]=[CH:9][C:8]([O:11][CH2:12][CH3:13])=[CH:7][CH:6]=1)=[O:4].[CH3:14][CH:15](C)[CH2:16]N(C=CC)CC(C)C.CN(C)C=O.[OH:31][CH2:32][C:33]([CH3:37])([CH2:35][OH:36])[CH3:34]. (5) Given the product [C:14]1([N:11]2[CH2:12][CH2:13][NH:8][CH2:9][C:10]2=[O:20])[CH:15]=[CH:16][CH:17]=[CH:18][CH:19]=1, predict the reactants needed to synthesize it. The reactants are: C([N:8]1[CH2:13][CH2:12][N:11]([C:14]2[CH:19]=[CH:18][CH:17]=[CH:16][CH:15]=2)[C:10](=[O:20])[CH2:9]1)C1C=CC=CC=1.